The task is: Regression. Given two drug SMILES strings and cell line genomic features, predict the synergy score measuring deviation from expected non-interaction effect.. This data is from NCI-60 drug combinations with 297,098 pairs across 59 cell lines. (1) Drug 1: CCN(CC)CCNC(=O)C1=C(NC(=C1C)C=C2C3=C(C=CC(=C3)F)NC2=O)C. Drug 2: CS(=O)(=O)OCCCCOS(=O)(=O)C. Cell line: UACC62. Synergy scores: CSS=4.60, Synergy_ZIP=-2.61, Synergy_Bliss=-1.95, Synergy_Loewe=-2.52, Synergy_HSA=-2.25. (2) Drug 1: CC1C(C(CC(O1)OC2CC(CC3=C2C(=C4C(=C3O)C(=O)C5=C(C4=O)C(=CC=C5)OC)O)(C(=O)CO)O)N)O.Cl. Drug 2: CC(CN1CC(=O)NC(=O)C1)N2CC(=O)NC(=O)C2. Cell line: NCI/ADR-RES. Synergy scores: CSS=1.58, Synergy_ZIP=-0.759, Synergy_Bliss=0.564, Synergy_Loewe=-2.21, Synergy_HSA=-0.787.